From a dataset of Catalyst prediction with 721,799 reactions and 888 catalyst types from USPTO. Predict which catalyst facilitates the given reaction. (1) Reactant: [CH2:1]1[C:7]2[CH:8]=[CH:9][C:10]([O:12][C:13]3[CH:21]=[CH:20][C:16]([C:17]([NH2:19])=[O:18])=[CH:15][N:14]=3)=[CH:11][C:6]=2[CH2:5][CH2:4][CH2:3][NH:2]1.C([O-])([O-])=O.[K+].[K+].Br[CH2:29][CH2:30][CH2:31][CH2:32][CH2:33][CH2:34][CH3:35].C(OCC)(=O)C. Product: [CH2:29]([N:2]1[CH2:3][CH2:4][CH2:5][C:6]2[CH:11]=[C:10]([O:12][C:13]3[CH:21]=[CH:20][C:16]([C:17]([NH2:19])=[O:18])=[CH:15][N:14]=3)[CH:9]=[CH:8][C:7]=2[CH2:1]1)[CH2:30][CH2:31][CH2:32][CH2:33][CH2:34][CH3:35]. The catalyst class is: 3. (2) Reactant: [Cl:1][C:2]1[CH:28]=[CH:27][CH:26]=[C:25]([C:29]([F:32])([F:31])[F:30])[C:3]=1[CH2:4][N:5]1[C:13]2[C:8](=[N:9][CH:10]=[CH:11][CH:12]=2)[C:7]([C:14]2[CH:23]=[CH:22][C:17]([C:18]([O:20]C)=[O:19])=[CH:16][C:15]=2[F:24])=[CH:6]1.[Li+].[OH-]. Product: [Cl:1][C:2]1[CH:28]=[CH:27][CH:26]=[C:25]([C:29]([F:32])([F:31])[F:30])[C:3]=1[CH2:4][N:5]1[C:13]2[C:8](=[N:9][CH:10]=[CH:11][CH:12]=2)[C:7]([C:14]2[CH:23]=[CH:22][C:17]([C:18]([OH:20])=[O:19])=[CH:16][C:15]=2[F:24])=[CH:6]1. The catalyst class is: 20. (3) Reactant: Br[C:2]1[C:7]2[N:8]([CH3:23])[C:9]([C@@H:11]([NH:13][C:14]3[N:22]=[CH:21][N:20]=[C:19]4[C:15]=3[N:16]=[CH:17][NH:18]4)[CH3:12])=[N:10][C:6]=2[CH:5]=[CH:4][C:3]=1[F:24].[C:25]1(B(O)O)[CH:30]=[CH:29][CH:28]=[CH:27][CH:26]=1.C(=O)([O-])[O-].[Cs+].[Cs+]. Product: [F:24][C:3]1[CH:4]=[CH:5][C:6]2[N:10]=[C:9]([C@@H:11]([NH:13][C:14]3[N:22]=[CH:21][N:20]=[C:19]4[C:15]=3[N:16]=[CH:17][NH:18]4)[CH3:12])[N:8]([CH3:23])[C:7]=2[C:2]=1[C:25]1[CH:30]=[CH:29][CH:28]=[CH:27][CH:26]=1. The catalyst class is: 70. (4) Reactant: [CH3:1][N:2]1[CH2:7][CH2:6][N:5]([CH2:8][CH2:9][OH:10])[CH2:4][CH2:3]1.CC(C)([O-])C.[K+].Cl[C:18]1[N:23]=[N:22][C:21]([C:24]2[N:32]3[C:27]([CH:28]=[CH:29][CH:30]=[CH:31]3)=[CH:26][C:25]=2[C:33]([O:35][CH2:36][CH3:37])=[O:34])=[CH:20][CH:19]=1. Product: [CH3:1][N:2]1[CH2:7][CH2:6][N:5]([CH2:8][CH2:9][O:10][C:18]2[N:23]=[N:22][C:21]([C:24]3[N:32]4[C:27]([CH:28]=[CH:29][CH:30]=[CH:31]4)=[CH:26][C:25]=3[C:33]([O:35][CH2:36][CH3:37])=[O:34])=[CH:20][CH:19]=2)[CH2:4][CH2:3]1. The catalyst class is: 56. (5) Reactant: Br[C:2]1[CH:7]=[CH:6][CH:5]=[C:4]([O:8][CH:9]([F:11])[F:10])[CH:3]=1.[B:12]1([B:12]2[O:16][C:15]([CH3:18])([CH3:17])[C:14]([CH3:20])([CH3:19])[O:13]2)[O:16][C:15]([CH3:18])([CH3:17])[C:14]([CH3:20])([CH3:19])[O:13]1.C([O-])(=O)C.[K+]. Product: [F:10][CH:9]([F:11])[O:8][C:4]1[CH:3]=[C:2]([B:12]2[O:16][C:15]([CH3:18])([CH3:17])[C:14]([CH3:20])([CH3:19])[O:13]2)[CH:7]=[CH:6][CH:5]=1. The catalyst class is: 12.